From a dataset of Reaction yield outcomes from USPTO patents with 853,638 reactions. Predict the reaction yield, written as a fraction of the theoretical maximum amount of product (1.0 means a 100% yield; for example, 0.34 means a 34% yield). The reactants are Br[C:2]1[C:3]([O:10][CH3:11])=[CH:4][C:5]([O:8][CH3:9])=[N:6][CH:7]=1.[CH3:12][O:13][C:14]1[CH:19]=[CH:18][C:17](B(O)O)=[CH:16][CH:15]=1. No catalyst specified. The product is [CH3:9][O:8][C:5]1[CH:4]=[C:3]([O:10][CH3:11])[C:2]([C:17]2[CH:18]=[CH:19][C:14]([O:13][CH3:12])=[CH:15][CH:16]=2)=[CH:7][N:6]=1. The yield is 0.990.